The task is: Predict the reaction yield, written as a fraction of the theoretical maximum amount of product (1.0 means a 100% yield; for example, 0.34 means a 34% yield).. This data is from Reaction yield outcomes from USPTO patents with 853,638 reactions. (1) The reactants are [CH2:1]([N:3]1[CH2:8][CH2:7][N:6]([C:9]2[CH:14]=[CH:13][C:12]([N+:15]([O-])=O)=[CH:11][N:10]=2)[CH2:5][CH2:4]1)[CH3:2].[H][H]. The catalyst is CO.[Pd]. The product is [CH2:1]([N:3]1[CH2:4][CH2:5][N:6]([C:9]2[N:10]=[CH:11][C:12]([NH2:15])=[CH:13][CH:14]=2)[CH2:7][CH2:8]1)[CH3:2]. The yield is 0.980. (2) The reactants are [Br:1][C:2]1[C:3](F)=[C:4]2[C:10]([NH:11][C:12](=[O:19])[C:13]3[CH:18]=[CH:17][CH:16]=[N:15][CH:14]=3)=[CH:9][NH:8][C:5]2=[N:6][CH:7]=1.[NH:21]1[CH2:24][CH:23]([NH:25][C:26](=[O:32])[O:27][C:28]([CH3:31])([CH3:30])[CH3:29])[CH2:22]1. The catalyst is CCCCO. The product is [Br:1][C:2]1[C:3]([N:21]2[CH2:24][CH:23]([NH:25][C:26](=[O:32])[O:27][C:28]([CH3:30])([CH3:29])[CH3:31])[CH2:22]2)=[C:4]2[C:10]([NH:11][C:12](=[O:19])[C:13]3[CH:18]=[CH:17][CH:16]=[N:15][CH:14]=3)=[CH:9][NH:8][C:5]2=[N:6][CH:7]=1. The yield is 0.370.